This data is from Catalyst prediction with 721,799 reactions and 888 catalyst types from USPTO. The task is: Predict which catalyst facilitates the given reaction. (1) Reactant: [Si]([O:8][CH2:9][CH2:10][N:11]1[C:19]2[C:18](Cl)=[N:17][CH:16]=[N:15][C:14]=2[CH:13]=[CH:12]1)(C(C)(C)C)(C)C.[Cl:21][C:22]1[CH:23]=[C:24]([CH:26]=[CH:27][C:28]=1[O:29][C:30]1[CH:35]=[CH:34][CH:33]=[C:32]([S:36]([CH2:39][C:40]([F:43])([F:42])[F:41])(=[O:38])=[O:37])[CH:31]=1)[NH2:25]. Product: [Cl:21][C:22]1[CH:23]=[C:24]([NH:25][C:18]2[C:19]3[N:11]([CH2:10][CH2:9][OH:8])[CH:12]=[CH:13][C:14]=3[N:15]=[CH:16][N:17]=2)[CH:26]=[CH:27][C:28]=1[O:29][C:30]1[CH:35]=[CH:34][CH:33]=[C:32]([S:36]([CH2:39][C:40]([F:41])([F:42])[F:43])(=[O:37])=[O:38])[CH:31]=1. The catalyst class is: 32. (2) Reactant: C([O:3][C:4]([C:6]1[CH:7]=[N:8][N:9]([C:11]2[CH:16]=[CH:15][CH:14]=[CH:13][N:12]=2)[CH:10]=1)=[O:5])C.[OH-].[Li+]. Product: [N:12]1[CH:13]=[CH:14][CH:15]=[CH:16][C:11]=1[N:9]1[CH:10]=[C:6]([C:4]([OH:5])=[O:3])[CH:7]=[N:8]1. The catalyst class is: 219. (3) Reactant: [NH2:1][C@H:2]([C:5]1[CH:10]=[CH:9][C:8]([F:11])=[CH:7][CH:6]=1)[CH2:3][OH:4].[C:12]([O:16][C:17]([N:19]1[CH2:24][CH2:23][O:22][C@@H:21]([C:25]2[CH:33]=[CH:32][C:28]([C:29](O)=[O:30])=[CH:27][CH:26]=2)[CH2:20]1)=[O:18])([CH3:15])([CH3:14])[CH3:13].C(N=C=NCCCN(C)C)C.C(N(CC)CC)C. Product: [F:11][C:8]1[CH:9]=[CH:10][C:5]([C@@H:2]([NH:1][C:29]([C:28]2[CH:27]=[CH:26][C:25]([C@@H:21]3[O:22][CH2:23][CH2:24][N:19]([C:17]([O:16][C:12]([CH3:15])([CH3:14])[CH3:13])=[O:18])[CH2:20]3)=[CH:33][CH:32]=2)=[O:30])[CH2:3][OH:4])=[CH:6][CH:7]=1. The catalyst class is: 119. (4) Reactant: C[O:2][C:3]([C:5]1[C:6]([C:11]2[CH:16]=[CH:15][CH:14]=[C:13]([O:17][C:18]([F:21])([F:20])[F:19])[CH:12]=2)=[N:7][O:8][C:9]=1[CH3:10])=[O:4].[OH-].[Na+]. Product: [CH3:10][C:9]1[O:8][N:7]=[C:6]([C:11]2[CH:16]=[CH:15][CH:14]=[C:13]([O:17][C:18]([F:21])([F:19])[F:20])[CH:12]=2)[C:5]=1[C:3]([OH:4])=[O:2]. The catalyst class is: 5. (5) Reactant: [NH2:1][C:2]1[C:10]([N+:11]([O-:13])=[O:12])=[CH:9][C:8]([Cl:14])=[CH:7][C:3]=1[C:4]([OH:6])=[O:5].[N+](=[CH2:17])=[N-]. Product: [CH3:17][O:5][C:4](=[O:6])[C:3]1[CH:7]=[C:8]([Cl:14])[CH:9]=[C:10]([N+:11]([O-:13])=[O:12])[C:2]=1[NH2:1]. The catalyst class is: 5. (6) Reactant: C12CC(CC1)CC2[O:8][C:9]([C:11]1[C:12]([C:25]([F:28])([F:27])[F:26])=[N:13][C:14]([O:17][C@@H:18]2[CH2:23][C@@H:22]3[CH2:24][C@H:19]2[CH2:20][CH2:21]3)=[N:15][CH:16]=1)=[O:10].C12CC(CC1)CC2OC(C1C(C(F)(F)F)=NC(O[C@H]2C[C@H]3C[C@@H]2CC3)=NC=1)=O.[OH-].[Na+].Cl. Product: [C@H:19]12[CH2:24][C@H:22]([CH2:21][CH2:20]1)[CH2:23][C@H:18]2[O:17][C:14]1[N:13]=[C:12]([C:25]([F:26])([F:27])[F:28])[C:11]([C:9]([OH:10])=[O:8])=[CH:16][N:15]=1. The catalyst class is: 8. (7) Reactant: [C:1]1([C:7]2[N:8]=[C:9]([C:12]3([CH2:18][NH:19][C:20]([C:22]4[CH:23]=[C:24]([C:28]5[N:32]=[C:31]([C:33](OCC)=[O:34])[O:30][N:29]=5)[CH:25]=[CH:26][CH:27]=4)=[O:21])[CH2:17][CH2:16][O:15][CH2:14][CH2:13]3)[S:10][CH:11]=2)[CH:6]=[CH:5][CH:4]=[CH:3][CH:2]=1.[BH4-].[Li+]. The catalyst class is: 1. Product: [OH:34][CH2:33][C:31]1[O:30][N:29]=[C:28]([C:24]2[CH:23]=[C:22]([CH:27]=[CH:26][CH:25]=2)[C:20]([NH:19][CH2:18][C:12]2([C:9]3[S:10][CH:11]=[C:7]([C:1]4[CH:6]=[CH:5][CH:4]=[CH:3][CH:2]=4)[N:8]=3)[CH2:13][CH2:14][O:15][CH2:16][CH2:17]2)=[O:21])[N:32]=1. (8) The catalyst class is: 164. Reactant: [CH3:1][O:2][C:3]([C:5]1[CH:6]=[C:7](Cl)[CH:8]=[C:9]2[C:14]=1[NH:13][CH:12](C1C=CC=C(Br)C=1)[C:11]([CH3:23])([CH3:22])[CH2:10]2)=[O:4].C(=O)([O-])[O-].[Cs+].[Cs+].CC1(C)[C:38]2[C:33](=[C:34](P([C:33]3[CH:38]=[CH:37][CH:36]=[CH:35][CH:34]=3)[C:33]3[CH:38]=[CH:37][CH:36]=[CH:35][CH:34]=3)[CH:35]=[CH:36][CH:37]=2)O[C:34]2[C:35](P([C:33]3[CH:38]=[CH:37][CH:36]=[CH:35][CH:34]=3)[C:33]3[CH:38]=[CH:37][CH:36]=[CH:35][CH:34]=3)=[CH:36][CH:37]=[CH:38][C:33]1=2.Cl.[Cl:74][C:75]1[CH:80]=[CH:79][C:78]([N:81]2[CH2:86][CH2:85][NH:84][CH2:83][CH2:82]2)=[CH:77][CH:76]=1. Product: [CH3:1][O:2][C:3]([C:5]1[CH:6]=[CH:7][CH:8]=[C:9]2[C:14]=1[N:13]([C:33]1[CH:38]=[CH:37][CH:36]=[C:35]([N:84]3[CH2:85][CH2:86][N:81]([C:78]4[CH:77]=[CH:76][C:75]([Cl:74])=[CH:80][CH:79]=4)[CH2:82][CH2:83]3)[CH:34]=1)[CH2:12][C:11]([CH3:22])([CH3:23])[CH2:10]2)=[O:4]. (9) Reactant: [C:1]([O:5][C:6]([N:8]1[CH2:13][CH2:12][CH2:11][C@@H:10]([NH:14][C:15]2[CH:20]=[CH:19][CH:18]=[CH:17][C:16]=2[NH2:21])[CH2:9]1)=[O:7])([CH3:4])([CH3:3])[CH3:2].CCN(CC)CC.[C:29](Cl)(Cl)=[O:30]. Product: [C:1]([O:5][C:6]([N:8]1[CH2:13][CH2:12][CH2:11][C@@H:10]([N:14]2[C:15]3[CH:20]=[CH:19][CH:18]=[CH:17][C:16]=3[NH:21][C:29]2=[O:30])[CH2:9]1)=[O:7])([CH3:4])([CH3:2])[CH3:3]. The catalyst class is: 2. (10) Reactant: [Cl:1][C:2]1[CH:17]=[CH:16][C:15]([Cl:18])=[CH:14][C:3]=1[O:4][C:5]1[C:10]([C:11]([OH:13])=O)=[CH:9][N:8]=[CH:7][N:6]=1.[CH2:19](N(CC)CC)C.[I-].ClC1C=CC=C[N+]=1C.[CH3:35][O:36][C:37]1[C:42]([NH2:43])=[CH:41][CH:40]=[CH:39][N:38]=1.[H-].[Na+].CI. Product: [CH3:35][O:36][C:37]1[C:42]([N:43]([CH3:19])[C:11]([C:10]2[C:5]([O:4][C:3]3[CH:14]=[C:15]([Cl:18])[CH:16]=[CH:17][C:2]=3[Cl:1])=[N:6][CH:7]=[N:8][CH:9]=2)=[O:13])=[CH:41][CH:40]=[CH:39][N:38]=1. The catalyst class is: 4.